Dataset: Full USPTO retrosynthesis dataset with 1.9M reactions from patents (1976-2016). Task: Predict the reactants needed to synthesize the given product. (1) Given the product [NH2:19][C:20]1[CH:25]=[CH:24][CH:23]=[CH:22][C:21]=1[NH:26][C:48](=[O:49])[C:35]1[CH:40]=[CH:39][CH:38]=[CH:37][CH:36]=1, predict the reactants needed to synthesize it. The reactants are: CCN(CC)CC.CN([P+](O[N:19]1N=[N:26][C:21]2[CH:22]=[CH:23][CH:24]=[CH:25][C:20]1=2)(N(C)C)N(C)C)C.F[P-](F)(F)(F)(F)F.[C:35]1(N)[CH:40]=[CH:39][CH:38]=[CH:37][C:36]=1N.[NH4+].[Cl-].CN([CH:48]=[O:49])C. (2) The reactants are: F[C:2]1[CH:9]=[CH:8][CH:7]=[C:4]([C:5]#[N:6])[C:3]=1[C:10]#[N:11].O.[NH2:13][NH2:14]. Given the product [NH2:11][C:10]1[C:3]2[C:4]([C:5]#[N:6])=[CH:7][CH:8]=[CH:9][C:2]=2[NH:14][N:13]=1, predict the reactants needed to synthesize it. (3) Given the product [CH:31]1[C:40]2[C:35](=[CH:36][CH:37]=[CH:38][C:39]=2[C@H:41]([N:14]2[C:13]3[CH:18]=[CH:19][C:10]([S:7]([NH:6][C:20]4[S:24][N:23]=[CH:22][N:21]=4)(=[O:8])=[O:9])=[CH:11][C:12]=3[O:16][C:15]2=[O:17])[CH3:42])[CH:34]=[CH:33][N:32]=1, predict the reactants needed to synthesize it. The reactants are: COC1C=C(OC)C=CC=1C[N:6]([C:20]1[S:24][N:23]=[CH:22][N:21]=1)[S:7]([C:10]1[CH:19]=[CH:18][C:13]2[NH:14][C:15](=[O:17])[O:16][C:12]=2[CH:11]=1)(=[O:9])=[O:8].[CH:31]1[C:40]2[C:35](=[CH:36][CH:37]=[CH:38][C:39]=2[C@@H:41](O)[CH3:42])[CH:34]=[CH:33][N:32]=1.C1(P(C2C=CC=CC=2)C2C=CC=CC=2)C=CC=CC=1.N(/C(OC(C)(C)C)=O)=N\C(OC(C)(C)C)=O. (4) Given the product [Br:1][C:2]1[CH:3]=[C:4]2[C:8](=[CH:9][CH:10]=1)[NH:7][C:6]([C:11]1[CH:16]=[CH:15][CH:14]=[CH:13][C:12]=1[O:17][CH3:18])=[C:5]2[F:20], predict the reactants needed to synthesize it. The reactants are: [Br:1][C:2]1[CH:3]=[C:4]2[C:8](=[CH:9][CH:10]=1)[NH:7][C:6]([C:11]1[CH:16]=[CH:15][CH:14]=[CH:13][C:12]=1[O:17][CH3:18])=[CH:5]2.[B-](F)(F)(F)[F:20].[B-](F)(F)(F)F.C1[N+]2(CCl)CC[N+](F)(CC2)C1. (5) Given the product [NH2:25][C:24]1[S:23][C:7]2[C:2]([N:1]=1)=[CH:3][CH:4]=[C:5]([O:8][C:9]1[CH:10]=[CH:11][C:12]([Cl:22])=[C:13]([NH:15][C:16](=[O:21])[C:17]([F:20])([F:18])[F:19])[CH:14]=1)[N:6]=2, predict the reactants needed to synthesize it. The reactants are: [NH2:1][C:2]1[CH:3]=[CH:4][C:5]([O:8][C:9]2[CH:10]=[CH:11][C:12]([Cl:22])=[C:13]([NH:15][C:16](=[O:21])[C:17]([F:20])([F:19])[F:18])[CH:14]=2)=[N:6][CH:7]=1.[S-:23][C:24]#[N:25].[K+].BrBr. (6) The reactants are: [CH3:1][C:2]1[CH:7]=[C:6]([O:8][CH2:9][CH2:10][CH2:11][S:12]([CH3:15])(=[O:14])=[O:13])[CH:5]=[C:4]([CH3:16])[C:3]=1[C:17]1[CH:22]=[CH:21][CH:20]=[C:19]([CH:23]=O)[CH:18]=1.[CH3:25][C:26]1([CH3:40])[C:30]([CH3:32])([CH3:31])[O:29][B:28]([C:33]2[CH:39]=[CH:38][C:36]([NH2:37])=[CH:35][CH:34]=2)[O:27]1.C(O[BH-](OC(=O)C)OC(=O)C)(=O)C.[Na+].O. Given the product [CH3:16][C:4]1[CH:5]=[C:6]([O:8][CH2:9][CH2:10][CH2:11][S:12]([CH3:15])(=[O:13])=[O:14])[CH:7]=[C:2]([CH3:1])[C:3]=1[C:17]1[CH:22]=[CH:21][CH:20]=[C:19]([CH2:23][NH:37][C:36]2[CH:38]=[CH:39][C:33]([B:28]3[O:27][C:26]([CH3:40])([CH3:25])[C:30]([CH3:31])([CH3:32])[O:29]3)=[CH:34][CH:35]=2)[CH:18]=1, predict the reactants needed to synthesize it.